Dataset: Peptide-MHC class I binding affinity with 185,985 pairs from IEDB/IMGT. Task: Regression. Given a peptide amino acid sequence and an MHC pseudo amino acid sequence, predict their binding affinity value. This is MHC class I binding data. (1) The peptide sequence is TLISLNSMYT. The MHC is HLA-A02:01 with pseudo-sequence HLA-A02:01. The binding affinity (normalized) is 0.619. (2) The peptide sequence is HMIDKLFYV. The MHC is HLA-A31:01 with pseudo-sequence HLA-A31:01. The binding affinity (normalized) is 0.714. (3) The peptide sequence is RFFLPIFSEF. The MHC is HLA-A24:02 with pseudo-sequence HLA-A24:02. The binding affinity (normalized) is 0.785.